This data is from Forward reaction prediction with 1.9M reactions from USPTO patents (1976-2016). The task is: Predict the product of the given reaction. (1) Given the reactants [C:1]([Br:4])(=[O:3])[CH3:2].[Br-].[OH:6][C:7]1[CH:12]=[CH:11][C:10]([C:13](=[O:40])[CH2:14][N+:15]23[CH2:22][CH2:21][CH:18]([CH2:19][CH2:20]2)[C@@H:17]([O:23][C:24](=[O:39])[C@@H:25]([C:33]2[CH:38]=[CH:37][CH:36]=[CH:35][CH:34]=2)[NH:26][C:27]2[CH:32]=[CH:31][CH:30]=[CH:29][CH:28]=2)[CH2:16]3)=[CH:9][CH:8]=1.C(Cl)Cl.CO.CC#N.O, predict the reaction product. The product is: [Br-:4].[C:1]([O:6][C:7]1[CH:12]=[CH:11][C:10]([C:13](=[O:40])[CH2:14][N+:15]23[CH2:20][CH2:19][CH:18]([CH2:21][CH2:22]2)[C@@H:17]([O:23][C:24](=[O:39])[C@@H:25]([C:33]2[CH:34]=[CH:35][CH:36]=[CH:37][CH:38]=2)[NH:26][C:27]2[CH:28]=[CH:29][CH:30]=[CH:31][CH:32]=2)[CH2:16]3)=[CH:9][CH:8]=1)(=[O:3])[CH3:2]. (2) Given the reactants [C:1]([C:5]1[N:6]=[C:7]([N:22]2[CH2:27][CH2:26][O:25]C[CH2:23]2)[C:8]2[N:13]=[N:12][N:11]([CH2:14][C:15]3[CH:20]=[CH:19][CH:18]=[CH:17][C:16]=3[Cl:21])[C:9]=2[N:10]=1)([CH3:4])([CH3:3])[CH3:2].[C:28](C1N=C(Cl)C2N=NN(CC3C=CC=CC=3Cl)C=2N=1)(C)(C)C.Cl.N1CC(O)C1, predict the reaction product. The product is: [C:1]([C:5]1[N:6]=[C:7]([N:22]2[CH2:27][C:26]([CH3:28])([OH:25])[CH2:23]2)[C:8]2[N:13]=[N:12][N:11]([CH2:14][C:15]3[CH:20]=[CH:19][CH:18]=[CH:17][C:16]=3[Cl:21])[C:9]=2[N:10]=1)([CH3:3])([CH3:4])[CH3:2]. (3) Given the reactants Br[C:2]1[CH:21]=[CH:20][C:5]2[NH:6][C:7]([CH2:9][O:10][C:11]3[CH:16]=[CH:15][C:14]([CH:17]4[CH2:19][CH2:18]4)=[CH:13][CH:12]=3)=[N:8][C:4]=2[CH:3]=1.C([NH:26][S:27]([C:30]1[CH:35]=[CH:34][CH:33]=[CH:32][C:31]=1B(O)O)(=[O:29])=[O:28])(C)(C)C.C(=O)([O-])[O-].[Na+].[Na+], predict the reaction product. The product is: [CH:17]1([C:14]2[CH:15]=[CH:16][C:11]([O:10][CH2:9][C:7]3[NH:6][C:5]4[CH:20]=[CH:21][C:2]([C:31]5[CH:32]=[CH:33][CH:34]=[CH:35][C:30]=5[S:27]([NH2:26])(=[O:29])=[O:28])=[CH:3][C:4]=4[N:8]=3)=[CH:12][CH:13]=2)[CH2:19][CH2:18]1. (4) Given the reactants [C:1]1([C:7]2([S:13][CH2:14][C:15]([OH:32])([CH3:31])[C:16]([NH:18][C:19]3[CH:24]=[CH:23][C:22]([C:25]#[N:26])=[C:21]([C:27]([F:30])([F:29])[F:28])[CH:20]=3)=[O:17])[CH:12]=[CH:11][CH:10]=[CH:9][CH2:8]2)[CH:6]=[CH:5][CH:4]=[CH:3][CH:2]=1.OO.FC(F)(F)C(OC(=O)C(F)(F)F)=[O:38].[OH2:48], predict the reaction product. The product is: [C:1]1([C:7]2([S:13]([CH2:14][C:15]([OH:32])([CH3:31])[C:16]([NH:18][C:19]3[CH:24]=[CH:23][C:22]([C:25]#[N:26])=[C:21]([C:27]([F:28])([F:29])[F:30])[CH:20]=3)=[O:17])(=[O:38])=[O:48])[CH:8]=[CH:9][CH:10]=[CH:11][CH2:12]2)[CH:2]=[CH:3][CH:4]=[CH:5][CH:6]=1. (5) Given the reactants [OH-].[Li+].[O:3]=[S:4]1(=[O:41])[C:10]2[CH:11]=[C:12]([O:16][CH:17]([C:23]3[CH:28]=[CH:27][CH:26]=[CH:25][CH:24]=3)[C:18]([O:20]CC)=[O:19])[C:13]([Br:15])=[CH:14][C:9]=2[N:8]([C:29]2[CH:34]=[CH:33][CH:32]=[CH:31][CH:30]=2)[CH2:7][C:6]([CH2:37][CH2:38][CH2:39][CH3:40])([CH2:35][CH3:36])[CH2:5]1, predict the reaction product. The product is: [O:41]=[S:4]1(=[O:3])[C:10]2[CH:11]=[C:12]([O:16][CH:17]([C:23]3[CH:28]=[CH:27][CH:26]=[CH:25][CH:24]=3)[C:18]([OH:20])=[O:19])[C:13]([Br:15])=[CH:14][C:9]=2[N:8]([C:29]2[CH:34]=[CH:33][CH:32]=[CH:31][CH:30]=2)[CH2:7][C:6]([CH2:37][CH2:38][CH2:39][CH3:40])([CH2:35][CH3:36])[CH2:5]1. (6) Given the reactants [F:1][C:2]1[CH:7]=[C:6]([CH3:8])[CH:5]=[CH:4][C:3]=1[NH2:9].C1(P(C2C=CC=CC=2)C2(P(C3C=CC=CC=3)C3C=CC=CC=3)CC=C3C(C=CC=C3)=C2C2C3C(=CC=CC=3)C=CC=2)C=CC=CC=1.C(=O)([O-])[O-].[Cs+].[Cs+].Cl[C:63]1[C:72]2[C:71](=[O:73])[NH:70][N:69]=[C:68]([CH3:74])[C:67]=2[N:66]([CH3:75])[C:65](=[O:76])[C:64]=1[CH3:77], predict the reaction product. The product is: [F:1][C:2]1[CH:7]=[C:6]([CH3:8])[CH:5]=[CH:4][C:3]=1[NH:9][C:63]1[C:72]2[C:71](=[O:73])[NH:70][N:69]=[C:68]([CH3:74])[C:67]=2[N:66]([CH3:75])[C:65](=[O:76])[C:64]=1[CH3:77]. (7) Given the reactants Cl[C:2]1[C:7]([CH:8]=[O:9])=[C:6]([N:10]2[C:22](=[O:23])[C:14]3[CH:15]=[C:16]4[N:21]([C:13]=3[CH:12]=[N:11]2)[CH2:20][CH2:19][CH2:18][CH2:17]4)[N:5]=[CH:4][CH:3]=1.[CH3:24][N:25]1[CH:30]=[C:29](B2OC(C)(C)C(C)(C)O2)[CH:28]=[C:27]([NH:40][C:41]2[CH:50]=[C:44]3[CH2:45][N:46]([CH3:49])[CH2:47][CH2:48][N:43]3[N:42]=2)[C:26]1=[O:51].C([O-])(=O)C.[Na+].[O-]P([O-])([O-])=O.[K+].[K+].[K+], predict the reaction product. The product is: [CH3:24][N:25]1[C:26](=[O:51])[C:27]([NH:40][C:41]2[CH:50]=[C:44]3[CH2:45][N:46]([CH3:49])[CH2:47][CH2:48][N:43]3[N:42]=2)=[CH:28][C:29]([C:2]2[C:7]([CH:8]=[O:9])=[C:6]([N:10]3[C:22](=[O:23])[C:14]4[CH:15]=[C:16]5[N:21]([C:13]=4[CH:12]=[N:11]3)[CH2:20][CH2:19][CH2:18][CH2:17]5)[N:5]=[CH:4][CH:3]=2)=[CH:30]1. (8) The product is: [C:40]([O:43][C:19](=[O:29])[NH:15][C:3]1[CH:2]=[N:1][N:5]2[CH2:6][CH2:7][CH2:8][CH2:9][C:4]=12)([CH3:42])([CH3:41])[CH3:39]. Given the reactants [N:1]1[N:5]2[CH2:6][CH2:7][CH2:8][CH2:9][C:4]2=[C:3](C(O)=O)[CH:2]=1.C([N:15]([CH:19](C)C)C(C)C)C.C1(P(N=[N+]=[N-])(C2C=CC=CC=2)=[O:29])C=CC=CC=1.[CH3:39][C:40]([OH:43])([CH3:42])[CH3:41], predict the reaction product.